From a dataset of Forward reaction prediction with 1.9M reactions from USPTO patents (1976-2016). Predict the product of the given reaction. (1) Given the reactants [I:1][C:2]1[C:10]2[C:5](=[CH:6][C:7]([C:11]([O:13][CH3:14])=[O:12])=[CH:8][CH:9]=2)[NH:4][N:3]=1.[Cl:15][C:16]1[CH:24]=[CH:23][CH:22]=[C:21]([C:25]([F:28])([F:27])[F:26])[C:17]=1[C:18](Cl)=[O:19], predict the reaction product. The product is: [Cl:15][C:16]1[CH:24]=[CH:23][CH:22]=[C:21]([C:25]([F:26])([F:27])[F:28])[C:17]=1[C:18]([N:4]1[C:5]2[C:10](=[CH:9][CH:8]=[C:7]([C:11]([O:13][CH3:14])=[O:12])[CH:6]=2)[C:2]([I:1])=[N:3]1)=[O:19]. (2) Given the reactants [NH2:1][C:2]1[N:7]=[C:6]([NH2:8])[C:5]([C:9]#[N:10])=[C:4]([NH:11][C@H:12]([C:14]2[N:23]([C:24]3[CH:29]=[CH:28][CH:27]=[CH:26][CH:25]=3)[C:22](=[O:30])[C:21]3[C:16](=[CH:17][CH:18]=[CH:19][C:20]=3[CH2:31][CH2:32][CH:33]=O)[N:15]=2)[CH3:13])[N:3]=1.[NH:35]1[CH2:40][CH2:39][O:38][CH2:37][CH2:36]1.C(O[BH-](OC(=O)C)OC(=O)C)(=O)C.[Na+], predict the reaction product. The product is: [NH2:1][C:2]1[N:7]=[C:6]([NH2:8])[C:5]([C:9]#[N:10])=[C:4]([NH:11][C@H:12]([C:14]2[N:23]([C:24]3[CH:29]=[CH:28][CH:27]=[CH:26][CH:25]=3)[C:22](=[O:30])[C:21]3[C:16](=[CH:17][CH:18]=[CH:19][C:20]=3[CH2:31][CH2:32][CH2:33][N:35]3[CH2:40][CH2:39][O:38][CH2:37][CH2:36]3)[N:15]=2)[CH3:13])[N:3]=1. (3) The product is: [CH3:7][O:8][C:9]1[CH:23]=[C:22]([O:24][CH3:25])[CH:21]=[CH:20][C:10]=1[CH2:11][N:12]1[CH:13]([CH3:19])[C:14]([O:18][CH2:31][CH3:32])=[N:15][CH2:16][CH2:17]1. Given the reactants C(=O)([O-])[O-].[Na+].[Na+].[CH3:7][O:8][C:9]1[CH:23]=[C:22]([O:24][CH3:25])[CH:21]=[CH:20][C:10]=1[CH2:11][N:12]1[CH2:17][CH2:16][NH:15][C:14](=[O:18])[CH:13]1[CH3:19].F[B-](F)(F)F.[CH2:31]([O+](CC)CC)[CH3:32], predict the reaction product.